The task is: Predict the reactants needed to synthesize the given product.. This data is from Full USPTO retrosynthesis dataset with 1.9M reactions from patents (1976-2016). Given the product [C:1]([N:4]1[C:12]2[C:7](=[CH:8][CH:9]=[C:10]([NH:13][C:14](=[O:22])[C:15]3[CH:20]=[CH:19][CH:18]=[N:17][C:16]=3[NH:37][CH2:36][C:35]3[CH:34]=[CH:33][N:32]=[C:31]4[NH:27][CH:28]=[CH:29][C:30]=34)[CH:11]=2)[C:6]([CH3:24])([CH3:23])[CH2:5]1)(=[O:3])[CH3:2], predict the reactants needed to synthesize it. The reactants are: [C:1]([N:4]1[C:12]2[C:7](=[CH:8][CH:9]=[C:10]([NH:13][C:14](=[O:22])[C:15]3[CH:20]=[CH:19][CH:18]=[N:17][C:16]=3F)[CH:11]=2)[C:6]([CH3:24])([CH3:23])[CH2:5]1)(=[O:3])[CH3:2].Cl.Cl.[NH:27]1[C:31]2=[N:32][CH:33]=[CH:34][C:35]([CH2:36][NH2:37])=[C:30]2[CH:29]=[CH:28]1.